From a dataset of Forward reaction prediction with 1.9M reactions from USPTO patents (1976-2016). Predict the product of the given reaction. (1) Given the reactants [CH:1]1[N:6]=[C:5](Cl)[C:4]2[N:8]=[CH:9][N:10]([C@@H:11]3[O:15][C@H:14]([CH2:16][OH:17])[C@@H:13]([OH:18])[C@H:12]3[OH:19])[C:3]=2[N:2]=1.C([N:23]([CH:26]([CH3:28])[CH3:27])[CH2:24][CH3:25])(C)C, predict the reaction product. The product is: [NH:23]1[C:26]2[C:27](=[CH:11][CH:12]=[CH:13][CH:28]=2)[C:25]([CH2:4][CH2:3][NH:2][C:5]2[C:4]3[N:8]=[CH:9][N:10]([C:3]=3[N:2]=[CH:1][N:6]=2)[C@@H:11]2[O:15][C@H:14]([CH2:16][OH:17])[C@@H:13]([OH:18])[C@H:12]2[OH:19])=[CH:24]1. (2) The product is: [C:1]1([C:7]2[C:16]([N:17]3[CH2:22][CH2:21][N:20]([C:23]4[CH:28]=[CH:27][CH:26]=[CH:25][N:24]=4)[CH2:19][CH2:18]3)=[N:15][C:14]3[C:9](=[CH:10][CH:11]=[C:12]([C:29]([OH:31])=[O:30])[CH:13]=3)[N:8]=2)[CH:2]=[CH:3][CH:4]=[CH:5][CH:6]=1. Given the reactants [C:1]1([C:7]2[C:16]([N:17]3[CH2:22][CH2:21][N:20]([C:23]4[CH:28]=[CH:27][CH:26]=[CH:25][N:24]=4)[CH2:19][CH2:18]3)=[N:15][C:14]3[C:9](=[CH:10][CH:11]=[C:12]([C:29]([O:31]C)=[O:30])[CH:13]=3)[N:8]=2)[CH:6]=[CH:5][CH:4]=[CH:3][CH:2]=1.[OH-].[Na+].Cl, predict the reaction product.